This data is from NCI-60 drug combinations with 297,098 pairs across 59 cell lines. The task is: Regression. Given two drug SMILES strings and cell line genomic features, predict the synergy score measuring deviation from expected non-interaction effect. (1) Drug 1: CC(C1=C(C=CC(=C1Cl)F)Cl)OC2=C(N=CC(=C2)C3=CN(N=C3)C4CCNCC4)N. Drug 2: CC1C(C(CC(O1)OC2CC(OC(C2O)C)OC3=CC4=CC5=C(C(=O)C(C(C5)C(C(=O)C(C(C)O)O)OC)OC6CC(C(C(O6)C)O)OC7CC(C(C(O7)C)O)OC8CC(C(C(O8)C)O)(C)O)C(=C4C(=C3C)O)O)O)O. Cell line: MDA-MB-435. Synergy scores: CSS=19.2, Synergy_ZIP=16.2, Synergy_Bliss=20.3, Synergy_Loewe=17.7, Synergy_HSA=17.0. (2) Drug 1: C1=CC(=C2C(=C1NCCNCCO)C(=O)C3=C(C=CC(=C3C2=O)O)O)NCCNCCO. Drug 2: CC1=C2C(C(=O)C3(C(CC4C(C3C(C(C2(C)C)(CC1OC(=O)C(C(C5=CC=CC=C5)NC(=O)C6=CC=CC=C6)O)O)OC(=O)C7=CC=CC=C7)(CO4)OC(=O)C)O)C)OC(=O)C. Cell line: SNB-75. Synergy scores: CSS=57.3, Synergy_ZIP=-3.68, Synergy_Bliss=-4.09, Synergy_Loewe=-3.16, Synergy_HSA=-2.39. (3) Synergy scores: CSS=1.46, Synergy_ZIP=2.68, Synergy_Bliss=6.52, Synergy_Loewe=-0.826, Synergy_HSA=2.12. Drug 1: CC1C(C(=O)NC(C(=O)N2CCCC2C(=O)N(CC(=O)N(C(C(=O)O1)C(C)C)C)C)C(C)C)NC(=O)C3=C4C(=C(C=C3)C)OC5=C(C(=O)C(=C(C5=N4)C(=O)NC6C(OC(=O)C(N(C(=O)CN(C(=O)C7CCCN7C(=O)C(NC6=O)C(C)C)C)C)C(C)C)C)N)C. Cell line: EKVX. Drug 2: CC1CCC2CC(C(=CC=CC=CC(CC(C(=O)C(C(C(=CC(C(=O)CC(OC(=O)C3CCCCN3C(=O)C(=O)C1(O2)O)C(C)CC4CCC(C(C4)OC)OCCO)C)C)O)OC)C)C)C)OC. (4) Synergy scores: CSS=2.89, Synergy_ZIP=-3.79, Synergy_Bliss=-3.93, Synergy_Loewe=-3.50, Synergy_HSA=-3.50. Drug 2: C#CCC(CC1=CN=C2C(=N1)C(=NC(=N2)N)N)C3=CC=C(C=C3)C(=O)NC(CCC(=O)O)C(=O)O. Cell line: SK-MEL-28. Drug 1: CC1=C(N=C(N=C1N)C(CC(=O)N)NCC(C(=O)N)N)C(=O)NC(C(C2=CN=CN2)OC3C(C(C(C(O3)CO)O)O)OC4C(C(C(C(O4)CO)O)OC(=O)N)O)C(=O)NC(C)C(C(C)C(=O)NC(C(C)O)C(=O)NCCC5=NC(=CS5)C6=NC(=CS6)C(=O)NCCC[S+](C)C)O. (5) Drug 1: CCN(CC)CCNC(=O)C1=C(NC(=C1C)C=C2C3=C(C=CC(=C3)F)NC2=O)C. Drug 2: B(C(CC(C)C)NC(=O)C(CC1=CC=CC=C1)NC(=O)C2=NC=CN=C2)(O)O. Cell line: SK-MEL-28. Synergy scores: CSS=21.3, Synergy_ZIP=3.62, Synergy_Bliss=3.49, Synergy_Loewe=-25.8, Synergy_HSA=-6.64. (6) Drug 1: CC1=C2C(C(=O)C3(C(CC4C(C3C(C(C2(C)C)(CC1OC(=O)C(C(C5=CC=CC=C5)NC(=O)C6=CC=CC=C6)O)O)OC(=O)C7=CC=CC=C7)(CO4)OC(=O)C)O)C)OC(=O)C. Drug 2: C1CN(P(=O)(OC1)NCCCl)CCCl. Cell line: NCI-H522. Synergy scores: CSS=51.8, Synergy_ZIP=9.34, Synergy_Bliss=8.21, Synergy_Loewe=-29.8, Synergy_HSA=9.16. (7) Drug 1: CCCCC(=O)OCC(=O)C1(CC(C2=C(C1)C(=C3C(=C2O)C(=O)C4=C(C3=O)C=CC=C4OC)O)OC5CC(C(C(O5)C)O)NC(=O)C(F)(F)F)O. Drug 2: C1=NC(=NC(=O)N1C2C(C(C(O2)CO)O)O)N. Cell line: HCT-15. Synergy scores: CSS=55.4, Synergy_ZIP=-1.29, Synergy_Bliss=0.0743, Synergy_Loewe=-0.695, Synergy_HSA=2.74. (8) Drug 1: CN(CCCl)CCCl.Cl. Drug 2: C1CNP(=O)(OC1)N(CCCl)CCCl. Cell line: OVCAR-8. Synergy scores: CSS=-1.38, Synergy_ZIP=0.452, Synergy_Bliss=2.78, Synergy_Loewe=-1.28, Synergy_HSA=-0.709.